From a dataset of Experimentally validated miRNA-target interactions with 360,000+ pairs, plus equal number of negative samples. Binary Classification. Given a miRNA mature sequence and a target amino acid sequence, predict their likelihood of interaction. The miRNA is mmu-miR-99a-5p with sequence AACCCGUAGAUCCGAUCUUGUG. The protein sequence of the target gene is MEIRQHEWLSASPHEGFEQMRLKSRPKEPSPSLTRVGANFYSSVKQQDYSASVWLRRKDKLEHSQQKCIVIFALVCCFAVLVALIFSAVDIMGEDEDGLSEKNCQNKCRIALVENIPEGLNYSEDAPFHLPLFQGWMNLLNMAKKSVDIVSSHWDLNHTHPAACQGQRLFEKLLQLTSQNIEVKLVSDVTADSKVLEALKLKGAEVTYMNMTAYNKGRLQSSFWIVDKQHVYIGSAGLDWRSLGQMKELGVIFYNCSCLVLDLQRIFALYSSLKFKSRVPQTWSKRLYGVYDNEKKLQLQ.... Result: 0 (no interaction).